From a dataset of Reaction yield outcomes from USPTO patents with 853,638 reactions. Predict the reaction yield, written as a fraction of the theoretical maximum amount of product (1.0 means a 100% yield; for example, 0.34 means a 34% yield). (1) The reactants are [Cl:1][C:2]1[CH:14]=[CH:13][C:5]2[CH2:6][CH:7]([CH:9](C)[C:10]#[N:11])[O:8][C:4]=2[C:3]=1[C:15]1[CH:20]=[CH:19][CH:18]=[CH:17][C:16]=1[Cl:21].B.O1CCCC1. The catalyst is O1CCCC1. The product is [Cl:1][C:2]1[CH:14]=[CH:13][C:5]2[CH2:6][CH:7]([CH2:9][CH2:10][NH2:11])[O:8][C:4]=2[C:3]=1[C:15]1[CH:20]=[CH:19][CH:18]=[CH:17][C:16]=1[Cl:21]. The yield is 0.190. (2) The reactants are Br[C:2]1[S:3][CH:4]=[CH:5][N:6]=1.[NH:7]1[CH2:12][CH2:11][O:10][CH2:9][CH2:8]1. No catalyst specified. The yield is 0.950. The product is [N:7]1([C:2]2[S:3][CH:4]=[CH:5][N:6]=2)[CH2:12][CH2:11][O:10][CH2:9][CH2:8]1. (3) The reactants are [NH:1]1[CH2:6][CH2:5][O:4][CH2:3][CH2:2]1.C(=O)([O-])[O-].[Na+].[Na+].Cl[C:14]1[N:19]=[C:18]([O:20][C:21]2[CH:50]=[CH:49][CH:48]=[CH:47][C:22]=2[CH2:23][NH:24][C:25](=[O:46])[NH:26][C:27]2[N:31]([C:32]3[CH:33]=[C:34]([CH:39]=[CH:40][CH:41]=3)[C:35]([O:37][CH3:38])=[O:36])[N:30]=[C:29]([C:42]([CH3:45])([CH3:44])[CH3:43])[CH:28]=2)[CH:17]=[CH:16][N:15]=1. The catalyst is C(O)C. The product is [O:4]1[CH2:5][CH2:6][N:1]([C:14]2[N:19]=[C:18]([O:20][C:21]3[CH:50]=[CH:49][CH:48]=[CH:47][C:22]=3[CH2:23][NH:24][C:25](=[O:46])[NH:26][C:27]3[N:31]([C:32]4[CH:33]=[C:34]([CH:39]=[CH:40][CH:41]=4)[C:35]([O:37][CH3:38])=[O:36])[N:30]=[C:29]([C:42]([CH3:43])([CH3:44])[CH3:45])[CH:28]=3)[CH:17]=[CH:16][N:15]=2)[CH2:2][CH2:3]1. The yield is 0.900. (4) The yield is 0.890. The product is [N:11]12[CH2:12][CH2:13][C:14]([C:19]([C:6]3[CH:7]=[CH:8][C:3]([O:2][CH3:1])=[CH:4][CH:5]=3)([C:6]3[CH:7]=[CH:8][C:3]([O:2][CH3:1])=[CH:4][CH:5]=3)[OH:21])([CH2:15][CH2:16]1)[CH2:17][CH2:18]2. The catalyst is C1COCC1. The reactants are [CH3:1][O:2][C:3]1[CH:8]=[CH:7][C:6]([Mg]Br)=[CH:5][CH:4]=1.[N:11]12[CH2:18][CH2:17][C:14]([C:19]([O:21]CC)=O)([CH2:15][CH2:16]1)[CH2:13][CH2:12]2. (5) The reactants are [CH:1]([C:3]1[C:4]([CH3:25])=[N:5][N:6]([CH3:24])[C:7]=1[C:8]1[C:16]2[C:11](=[CH:12][CH:13]=[CH:14][CH:15]=2)[N:10](C(OC(C)(C)C)=O)[CH:9]=1)=[O:2].ClC1N(C)N=C(C)C=1C=O. The catalyst is C(OCC)(=O)C.Cl.C(OCC)(=O)C. The product is [NH:10]1[C:11]2[C:16](=[CH:15][CH:14]=[CH:13][CH:12]=2)[C:8]([C:7]2[N:6]([CH3:24])[N:5]=[C:4]([CH3:25])[C:3]=2[CH:1]=[O:2])=[CH:9]1. The yield is 0.540. (6) The reactants are [NH2:1][C:2]1[CH:3]=[N:4][CH:5]=[C:6]([CH3:8])[CH:7]=1.[Li+].C[Si]([N-][Si](C)(C)C)(C)C.[CH3:19][C:20]([O:23][C:24](O[C:24]([O:23][C:20]([CH3:22])([CH3:21])[CH3:19])=[O:25])=[O:25])([CH3:22])[CH3:21]. The catalyst is C1COCC1. The product is [CH3:8][C:6]1[CH:7]=[C:2]([NH:1][C:24](=[O:25])[O:23][C:20]([CH3:22])([CH3:21])[CH3:19])[CH:3]=[N:4][CH:5]=1. The yield is 0.390. (7) The reactants are [NH2:1][C:2]1[C:11]2[CH:10]=[CH:9][C:8]([F:12])=[C:7](Br)[C:6]=2[N:5]=[C:4]2[CH2:14][N:15]([CH:18]3[CH2:21][CH2:20][CH2:19]3)[C:16](=[O:17])[C:3]=12.[F:22][C:23]1[CH:24]=[CH:25][C:26]([O:32][CH3:33])=[C:27](B(O)O)[CH:28]=1. No catalyst specified. The product is [NH2:1][C:2]1[C:11]2[CH:10]=[CH:9][C:8]([F:12])=[C:7]([C:25]3[CH:24]=[C:23]([F:22])[CH:28]=[CH:27][C:26]=3[O:32][CH3:33])[C:6]=2[N:5]=[C:4]2[CH2:14][N:15]([CH:18]3[CH2:21][CH2:20][CH2:19]3)[C:16](=[O:17])[C:3]=12. The yield is 0.611. (8) The reactants are [N:1]([CH2:4][C@@H:5]1[C@@:9]2([CH3:37])[CH2:10][C@@H:11]([O:33][CH2:34][O:35][CH3:36])[CH:12]3[C@:25]45[C@@:16]([OH:32])([CH2:17][C@@H:18]([O:28][CH2:29][O:30][CH3:31])[CH2:19][C@H:20]4[O:21][C:22]([CH3:27])([CH3:26])[O:23][CH2:24]5)[CH2:15][CH2:14][CH:13]3[C@@:8]2([O:38][CH2:39][O:40][CH3:41])[CH2:7][CH2:6]1)=[N+:2]=[N-:3].[CH3:42][O:43][C:44]1[CH:49]=[CH:48][C:47]([C:50]#[CH:51])=[CH:46][CH:45]=1.O=C1O[C@H]([C@H](CO)O)C([O-])=C1O.[Na+]. The catalyst is CN(C=O)C.O. The product is [CH3:36][O:35][CH2:34][O:33][C@@H:11]1[CH2:10][C@:9]2([CH3:37])[C@@H:5]([CH2:4][N:1]3[CH:51]=[C:50]([C:47]4[CH:48]=[CH:49][C:44]([O:43][CH3:42])=[CH:45][CH:46]=4)[N:3]=[N:2]3)[CH2:6][CH2:7][C@:8]2([O:38][CH2:39][O:40][CH3:41])[CH:13]2[CH2:14][CH2:15][C@@:16]3([OH:32])[C@@:25]4([CH:12]12)[C@H:20]([O:21][C:22]([CH3:27])([CH3:26])[O:23][CH2:24]4)[CH2:19][C@H:18]([O:28][CH2:29][O:30][CH3:31])[CH2:17]3. The yield is 0.680. (9) The catalyst is O1CCCC1.O.CO. The yield is 0.980. The product is [F:1][C:2]1[CH:3]=[CH:4][C:5]([CH2:8][CH2:9][C:10]([N:12]2[CH2:21][CH2:20][CH:19]3[CH:14]([CH:15]([C:22]([OH:24])=[O:23])[CH2:16][CH2:17][CH2:18]3)[CH2:13]2)=[O:11])=[CH:6][CH:7]=1. The reactants are [F:1][C:2]1[CH:7]=[CH:6][C:5]([CH2:8][CH2:9][C:10]([N:12]2[CH2:21][CH2:20][CH:19]3[CH:14]([CH:15]([C:22]([O:24]CC)=[O:23])[CH2:16][CH2:17][CH2:18]3)[CH2:13]2)=[O:11])=[CH:4][CH:3]=1.[OH-].[K+].Cl. (10) The reactants are [O:1]=[S:2]1(=[O:49])[CH2:7][CH2:6][N:5]([CH2:8][CH2:9][NH:10][C@:11]23[CH2:45][CH2:44][C@@H:43]([C:46]([CH3:48])=[CH2:47])[C@@H:12]2[C@@H:13]2[C@@:26]([CH3:29])([CH2:27][CH2:28]3)[C@@:25]3([CH3:30])[C@@H:16]([C@:17]4([CH3:42])[C@@H:22]([CH2:23][CH2:24]3)[C:21]([CH3:32])([CH3:31])[C:20]([C:33]3[CH:41]=[CH:40][C:36]([C:37](O)=[O:38])=[CH:35][CH:34]=3)=[CH:19][CH2:18]4)[CH2:15][CH2:14]2)[CH2:4][CH2:3]1.S(Cl)([Cl:52])=O. The catalyst is ClC(Cl)C. The product is [O:1]=[S:2]1(=[O:49])[CH2:7][CH2:6][N:5]([CH2:8][CH2:9][NH:10][C@:11]23[CH2:45][CH2:44][C@@H:43]([C:46]([CH3:48])=[CH2:47])[C@@H:12]2[C@@H:13]2[C@@:26]([CH3:29])([CH2:27][CH2:28]3)[C@@:25]3([CH3:30])[C@@H:16]([C@:17]4([CH3:42])[C@@H:22]([CH2:23][CH2:24]3)[C:21]([CH3:32])([CH3:31])[C:20]([C:33]3[CH:41]=[CH:40][C:36]([C:37]([Cl:52])=[O:38])=[CH:35][CH:34]=3)=[CH:19][CH2:18]4)[CH2:15][CH2:14]2)[CH2:4][CH2:3]1. The yield is 0.730.